This data is from Reaction yield outcomes from USPTO patents with 853,638 reactions. The task is: Predict the reaction yield, written as a fraction of the theoretical maximum amount of product (1.0 means a 100% yield; for example, 0.34 means a 34% yield). (1) The reactants are [NH:1]1[C:5]2[CH:6]=[CH:7][C:8]([C:10]([OH:12])=O)=[CH:9][C:4]=2[N:3]=[CH:2]1.[CH3:13][C:14]1[CH:15]=[CH:16][C:17]2[CH2:18][C@H:19]3[C@@H:24]([C:25]=2[CH:26]=1)[CH2:23][CH2:22][CH2:21][NH:20]3. No catalyst specified. The product is [NH:1]1[C:5]2[CH:6]=[CH:7][C:8]([C:10]([N:20]3[CH2:21][CH2:22][CH2:23][C@@H:24]4[C:25]5[CH:26]=[C:14]([CH3:13])[CH:15]=[CH:16][C:17]=5[CH2:18][C@H:19]34)=[O:12])=[CH:9][C:4]=2[N:3]=[CH:2]1. The yield is 0.600. (2) The reactants are [O:1]([C:8]1[CH:16]=[CH:15][C:11]([C:12]([OH:14])=O)=[CH:10][CH:9]=1)[C:2]1[CH:7]=[CH:6][CH:5]=[CH:4][CH:3]=1.C1(OP(Cl)(OC2C=CC=CC=2)=O)C=CC=CC=1.[NH2:34][C@@H:35]1[CH:40]2[CH2:41][CH2:42][N:37]([CH2:38][CH2:39]2)[CH2:36]1.CO. The catalyst is C(Cl)Cl. The product is [N:37]12[CH2:42][CH2:41][CH:40]([CH2:39][CH2:38]1)[C@@H:35]([NH:34][C:12](=[O:14])[C:11]1[CH:10]=[CH:9][C:8]([O:1][C:2]3[CH:3]=[CH:4][CH:5]=[CH:6][CH:7]=3)=[CH:16][CH:15]=1)[CH2:36]2. The yield is 0.760. (3) The reactants are F.F.F.C(N(CC)CC)C.C(N(CC)CC)C.[Si]([O:35][CH2:36][C@H:37]1[O:41][C@@H:40]([N:42]2[CH:49]=[C:48]([CH3:50])[C:46](=[O:47])[NH:45][C:43]2=[O:44])[C@H:39]([O:51][CH2:52][CH2:53][O:54][N:55]([CH3:57])[CH3:56])[C@@H:38]1[OH:58])(C(C)(C)C)(C1C=CC=CC=1)C1C=CC=CC=1.CO. The catalyst is C1COCC1.C(Cl)Cl. The product is [CH3:56][N:55]([CH3:57])[O:54][CH2:53][CH2:52][O:51][C@@H:39]1[C@H:38]([OH:58])[C@@H:37]([CH2:36][OH:35])[O:41][C@H:40]1[N:42]1[CH:49]=[C:48]([CH3:50])[C:46](=[O:47])[NH:45][C:43]1=[O:44]. The yield is 0.925. (4) The reactants are [Br:1][C:2]1[CH:3]=[C:4]([C:7](=O)[CH2:8][C:9](=O)[C:10]([F:14])([F:13])[CH2:11][CH3:12])[O:5][CH:6]=1.[C:17]([CH2:19][C:20]([NH:22][CH2:23][C:24]1[CH:29]=[CH:28][C:27]([F:30])=[CH:26][C:25]=1[F:31])=[O:21])#[N:18].CCCCCCC=CCCC. The catalyst is C1C=CC=CC=1.C(Cl)Cl. The product is [Br:1][C:2]1[CH:3]=[C:4]([C:7]2[N:22]([CH2:23][C:24]3[CH:29]=[CH:28][C:27]([F:30])=[CH:26][C:25]=3[F:31])[C:20](=[O:21])[C:19]([C:17]#[N:18])=[C:9]([C:10]([F:14])([F:13])[CH2:11][CH3:12])[CH:8]=2)[O:5][CH:6]=1. The yield is 0.540.